This data is from Catalyst prediction with 721,799 reactions and 888 catalyst types from USPTO. The task is: Predict which catalyst facilitates the given reaction. (1) Reactant: [CH2:1]([N:8]1[CH2:14][CH:13]2[NH:15][CH:10]([CH2:11][CH2:12]2)[CH2:9]1)[C:2]1[CH:7]=[CH:6][CH:5]=[CH:4][CH:3]=1.[C:16](O[C:16]([O:18][C:19]([CH3:22])([CH3:21])[CH3:20])=[O:17])([O:18][C:19]([CH3:22])([CH3:21])[CH3:20])=[O:17].C(Cl)Cl.CO. Product: [CH2:1]([N:8]1[CH2:14][CH:13]2[N:15]([C:16]([O:18][C:19]([CH3:22])([CH3:21])[CH3:20])=[O:17])[CH:10]([CH2:11][CH2:12]2)[CH2:9]1)[C:2]1[CH:3]=[CH:4][CH:5]=[CH:6][CH:7]=1. The catalyst class is: 1. (2) Reactant: [N:1]1([C:11]([C:13]2[CH:17]=[C:16]([CH:18]3[CH2:23][CH2:22][NH:21][CH2:20][CH2:19]3)[S:15][CH:14]=2)=[O:12])[C@@H:10]2[C@@H:5]([CH2:6][CH2:7][CH2:8][CH2:9]2)[CH2:4][CH2:3][CH2:2]1.C(N(CC)CC)C.Cl[C:32]([O:34][CH3:35])=[O:33]. Product: [CH3:35][O:34][C:32]([N:21]1[CH2:20][CH2:19][CH:18]([C:16]2[S:15][CH:14]=[C:13]([C:11]([N:1]3[C@@H:10]4[C@@H:5]([CH2:6][CH2:7][CH2:8][CH2:9]4)[CH2:4][CH2:3][CH2:2]3)=[O:12])[CH:17]=2)[CH2:23][CH2:22]1)=[O:33]. The catalyst class is: 4. (3) Reactant: [C:1]([O:4][CH2:5][C:6]1[CH:11]=[C:10]([O:12][CH2:13][CH2:14][NH:15][C:16]([O:18][C:19]([CH3:22])([CH3:21])[CH3:20])=[O:17])[C:9]([OH:23])=[CH:8][N:7]=1)(=[O:3])[CH3:2].C(=O)([O-])O.[Na+].O.[F:30][C:31]([F:44])([F:43])[S:32](O[S:32]([C:31]([F:44])([F:43])[F:30])(=[O:34])=[O:33])(=[O:34])=[O:33]. Product: [C:1]([O:4][CH2:5][C:6]1[CH:11]=[C:10]([O:12][CH2:13][CH2:14][NH:15][C:16]([O:18][C:19]([CH3:22])([CH3:21])[CH3:20])=[O:17])[C:9]([O:23][S:32]([C:31]([F:44])([F:43])[F:30])(=[O:34])=[O:33])=[CH:8][N:7]=1)(=[O:3])[CH3:2]. The catalyst class is: 236. (4) Reactant: [NH2:1][C:2]1[N:3]=[CH:4][C:5]([C:20]2[CH:21]=[N:22][N:23]([CH:25]3[CH2:30][CH2:29][N:28](C(OC(C)(C)C)=O)[CH2:27][CH2:26]3)[CH:24]=2)=[C:6]2[CH:10]=[C:9]([C:11]3[CH:12]=[C:13]4[C:17](=[CH:18][CH:19]=3)[NH:16][N:15]=[CH:14]4)[O:8][C:7]=12.[ClH:38]. Product: [ClH:38].[NH:16]1[C:17]2[C:13](=[CH:12][C:11]([C:9]3[O:8][C:7]4=[C:2]([NH2:1])[N:3]=[CH:4][C:5]([C:20]5[CH:21]=[N:22][N:23]([CH:25]6[CH2:26][CH2:27][NH:28][CH2:29][CH2:30]6)[CH:24]=5)=[C:6]4[CH:10]=3)=[CH:19][CH:18]=2)[CH:14]=[N:15]1. The catalyst class is: 25.